From a dataset of Reaction yield outcomes from USPTO patents with 853,638 reactions. Predict the reaction yield, written as a fraction of the theoretical maximum amount of product (1.0 means a 100% yield; for example, 0.34 means a 34% yield). (1) The reactants are C(O)(C(F)(F)F)=O.[F:8][C:9]1[N:14]=[CH:13][C:12]([CH2:15][N:16]2[CH2:21][CH2:20][N:19](C(OC(C)(C)C)=O)[CH2:18][CH2:17]2)=[CH:11][C:10]=1[C:29]1[N:34]=[C:33]([CH3:35])[N:32]=[C:31]([S:36][CH3:37])[N:30]=1.C(Cl)Cl.C(N(CC)CC)C.[CH3:48][S:49](Cl)(=[O:51])=[O:50]. The product is [F:8][C:9]1[C:10]([C:29]2[N:34]=[C:33]([CH3:35])[N:32]=[C:31]([S:36][CH3:37])[N:30]=2)=[CH:11][C:12]([CH2:15][N:16]2[CH2:21][CH2:20][N:19]([S:49]([CH3:48])(=[O:51])=[O:50])[CH2:18][CH2:17]2)=[CH:13][N:14]=1. The yield is 0.790. No catalyst specified. (2) The reactants are [CH3:1][C:2]1([CH3:20])[CH2:7][O:6][B:5]([C:8]2[CH:13]=[CH:12][C:11]([CH2:14][CH2:15][CH2:16][C:17]([OH:19])=O)=[CH:10][CH:9]=2)[O:4][CH2:3]1.BrC1C=CC(CCCC([NH:33][C:34]2[CH:39]=[CH:38][C:37]([S:40]([CH:43]([CH3:45])[CH3:44])(=[O:42])=[O:41])=[C:36]([C:46]#[N:47])[CH:35]=2)=O)=CC=1. No catalyst specified. The product is [C:46]([C:36]1[CH:35]=[C:34]([NH:33][C:17](=[O:19])[CH2:16][CH2:15][CH2:14][C:11]2[CH:10]=[CH:9][C:8]([B:5]3[O:4][CH2:3][C:2]([CH3:1])([CH3:20])[CH2:7][O:6]3)=[CH:13][CH:12]=2)[CH:39]=[CH:38][C:37]=1[S:40]([CH:43]([CH3:44])[CH3:45])(=[O:42])=[O:41])#[N:47]. The yield is 0.970. (3) The catalyst is O. The yield is 0.923. The reactants are C1(S(O[CH2:11][CH2:12][C:13]2[C:22]3[C:17](=[CH:18][CH:19]=[C:20]([O:23][CH3:24])[CH:21]=3)[CH:16]=[CH:15][CH:14]=2)(=O)=O)C=CC=CC=1.[C:25]1(=[O:35])[NH:29][C:28](=[O:30])[C:27]2=[CH:31][CH:32]=[CH:33][CH:34]=[C:26]12.[K].CN(C)C=O. The product is [CH3:24][O:23][C:20]1[CH:21]=[C:22]2[C:17]([CH:16]=[CH:15][CH:14]=[C:13]2[CH2:12][CH2:11][N:29]2[C:28](=[O:30])[C:27]3=[CH:31][CH:32]=[CH:33][CH:34]=[C:26]3[C:25]2=[O:35])=[CH:18][CH:19]=1. (4) The reactants are [CH3:1][C@@H:2]1[CH2:7][NH:6][CH2:5][CH2:4][N:3]1[C:8]([O:10][C:11]([CH3:14])([CH3:13])[CH3:12])=[O:9].C(=O)([O-])O.[Na+].[N:20]#[C:21]Br. The catalyst is ClCCl.O. The product is [C:21]([N:6]1[CH2:5][CH2:4][N:3]([C:8]([O:10][C:11]([CH3:13])([CH3:12])[CH3:14])=[O:9])[C@H:2]([CH3:1])[CH2:7]1)#[N:20]. The yield is 1.00.